This data is from Reaction yield outcomes from USPTO patents with 853,638 reactions. The task is: Predict the reaction yield, written as a fraction of the theoretical maximum amount of product (1.0 means a 100% yield; for example, 0.34 means a 34% yield). The reactants are [Cl:1][C:2]1[CH:7]=[C:6]([NH:8][CH3:9])[C:5](I)=[CH:4][N:3]=1.C(=O)([O-])[O-].[Na+].[Na+].[CH:17]1(B2OC(C)(C)C(C)(C)O2)[CH2:19][CH2:18]1. The catalyst is CC#N.[Pd].C1(P(C2C=CC=CC=2)C2C=CC=CC=2)C=CC=CC=1.C1(P(C2C=CC=CC=2)C2C=CC=CC=2)C=CC=CC=1.C1(P(C2C=CC=CC=2)C2C=CC=CC=2)C=CC=CC=1.C1(P(C2C=CC=CC=2)C2C=CC=CC=2)C=CC=CC=1. The product is [Cl:1][C:2]1[CH:7]=[C:6]([NH:8][CH3:9])[C:5]([CH:17]2[CH2:19][CH2:18]2)=[CH:4][N:3]=1. The yield is 0.490.